This data is from Catalyst prediction with 721,799 reactions and 888 catalyst types from USPTO. The task is: Predict which catalyst facilitates the given reaction. (1) Reactant: [Cl-].O[NH3+:3].[C:4](=[O:7])([O-])[OH:5].[Na+].CS(C)=O.[CH3:13][O:14][CH2:15][CH:16]([CH3:50])[O:17][C:18]1[CH:23]=[CH:22][C:21]([N:24]2[C:29](=[O:30])[C:28]([CH2:31][C:32]3[CH:37]=[CH:36][C:35]([C:38]4[C:39]([C:44]#[N:45])=[CH:40][CH:41]=[CH:42][CH:43]=4)=[CH:34][CH:33]=3)=[C:27]([CH2:46][CH2:47][CH3:48])[N:26]=[C:25]2[CH3:49])=[CH:20][CH:19]=1. Product: [CH3:13][O:14][CH2:15][CH:16]([CH3:50])[O:17][C:18]1[CH:19]=[CH:20][C:21]([N:24]2[C:29](=[O:30])[C:28]([CH2:31][C:32]3[CH:37]=[CH:36][C:35]([C:38]4[CH:43]=[CH:42][CH:41]=[CH:40][C:39]=4[C:44]4[NH:3][C:4](=[O:7])[O:5][N:45]=4)=[CH:34][CH:33]=3)=[C:27]([CH2:46][CH2:47][CH3:48])[N:26]=[C:25]2[CH3:49])=[CH:22][CH:23]=1. The catalyst class is: 69. (2) Reactant: [O:1]=[C:2]1[CH2:7][CH2:6][N:5]([C:8]([O:10][C:11]([CH3:14])([CH3:13])[CH3:12])=[O:9])[CH2:4][CH2:3]1.[Si:15](Cl)([CH3:18])([CH3:17])[CH3:16].CCN(CC)CC. Product: [CH3:16][Si:15]([CH3:18])([CH3:17])[O:1][C:2]1[CH2:3][CH2:4][N:5]([C:8]([O:10][C:11]([CH3:14])([CH3:13])[CH3:12])=[O:9])[CH2:6][CH:7]=1. The catalyst class is: 3. (3) Reactant: [CH2:1]([N:3]([CH2:6][CH3:7])[CH2:4][CH3:5])[CH3:2].C(=O)C1[CH:14]=[CH:13][CH:12]=[CH:11][CH:10]=1.[C:16](O[BH-](OC(=O)C)OC(=O)C)(=[O:18])[CH3:17].[Na+].[OH-].[Na+]. Product: [C:2]1([CH2:1][N:3]2[CH2:6][CH2:7][CH2:17][C:16](=[O:18])[CH2:5][CH2:4]2)[CH:14]=[CH:13][CH:12]=[CH:11][CH:10]=1. The catalyst class is: 4. (4) Reactant: [Cl:1][C:2]1[CH:7]=[C:6]([CH3:8])[C:5]([N+:9]([O-])=O)=[CH:4][N:3]=1.CC(O)=O. Product: [NH2:9][C:5]1[C:6]([CH3:8])=[CH:7][C:2]([Cl:1])=[N:3][CH:4]=1. The catalyst class is: 447.